Dataset: Catalyst prediction with 721,799 reactions and 888 catalyst types from USPTO. Task: Predict which catalyst facilitates the given reaction. (1) Reactant: [Cl:1][C:2]1[S:9][C:8]2[CH:7]=[C:6]([C:10](=[O:24])[NH:11][CH2:12][C:13]3([C:18]4[CH:23]=[CH:22][CH:21]=[CH:20][CH:19]=4)OCC[O:14]3)[NH:5][C:4]=2[C:3]=1[Cl:25].Cl. Product: [C:13]([CH2:12][NH:11][C:10]([C:6]1[NH:5][C:4]2[C:3]([Cl:25])=[C:2]([Cl:1])[S:9][C:8]=2[CH:7]=1)=[O:24])(=[O:14])[C:18]1[CH:23]=[CH:22][CH:21]=[CH:20][CH:19]=1. The catalyst class is: 21. (2) Reactant: O[Li].O.C[O:5][C:6](=[O:42])[CH:7]([NH:34][C:35]([O:37][C:38]([CH3:41])([CH3:40])[CH3:39])=[O:36])[CH2:8][C:9]1[CH:14]=[CH:13][C:12]([O:15][CH2:16][CH2:17][C@H:18]([CH:20]2[CH2:25][CH2:24][N:23]([C:26]3[O:30][N:29]=[C:28]([CH:31]([CH3:33])[CH3:32])[N:27]=3)[CH2:22][CH2:21]2)[CH3:19])=[CH:11][CH:10]=1. Product: [C:38]([O:37][C:35]([NH:34][CH:7]([CH2:8][C:9]1[CH:14]=[CH:13][C:12]([O:15][CH2:16][CH2:17][C@H:18]([CH:20]2[CH2:21][CH2:22][N:23]([C:26]3[O:30][N:29]=[C:28]([CH:31]([CH3:33])[CH3:32])[N:27]=3)[CH2:24][CH2:25]2)[CH3:19])=[CH:11][CH:10]=1)[C:6]([OH:42])=[O:5])=[O:36])([CH3:41])([CH3:39])[CH3:40]. The catalyst class is: 20. (3) Reactant: Br[CH:2]([CH:13]([CH3:15])[CH3:14])[CH2:3][N-:4][C:5]1[CH:10]=[CH:9][CH:8]=[C:7]([CH3:11])[C:6]=1[OH:12].C(=O)([O-])[O-:17].[K+].[K+].Cl.O. Product: [CH:13]([CH:2]1[C:3](=[O:17])[NH:4][C:5]2[CH:10]=[CH:9][CH:8]=[C:7]([CH3:11])[C:6]=2[O:12]1)([CH3:15])[CH3:14]. The catalyst class is: 9. (4) Reactant: [C:1]1([NH:7][NH2:8])[CH:6]=[CH:5][CH:4]=[CH:3][CH:2]=1.[CH3:9][O:10][C:11]([C:13]#[C:14][C:15](OC)=[O:16])=[O:12].N1C=CC=CC=1.C1(C)C=CC(S(O)(=O)=O)=CC=1.Cl. Product: [O:16]=[C:15]1[N:7]([C:1]2[CH:6]=[CH:5][CH:4]=[CH:3][CH:2]=2)[NH:8][C:13]([C:11]([O:10][CH3:9])=[O:12])=[CH:14]1. The catalyst class is: 49. (5) Reactant: CC(C)[O-].[Al+3].CC(C)[O-].CC(C)[O-].[CH3:14][O:15][C:16]1[CH:25]=[C:24]2[C:19]([C:20](=O)[CH2:21][CH2:22][CH:23]2[CH2:26][C:27]#[N:28])=[CH:18][CH:17]=1. Product: [CH3:14][O:15][C:16]1[CH:25]=[C:24]2[C:19]([CH:20]=[CH:21][CH2:22][CH:23]2[CH2:26][C:27]#[N:28])=[CH:18][CH:17]=1. The catalyst class is: 32. (6) Reactant: [OH:1][N:2]=[C:3]([Cl:14])[C@H:4]1[CH2:8][O:7][C:6]2([CH2:13][CH2:12][CH2:11][CH2:10][CH2:9]2)[O:5]1.[CH3:15][S:16](Cl)(=[O:18])=[O:17]. Product: [CH3:15][S:16]([O:1][N:2]=[C:3]([Cl:14])[C@H:4]1[CH2:8][O:7][C:6]2([CH2:13][CH2:12][CH2:11][CH2:10][CH2:9]2)[O:5]1)(=[O:18])=[O:17]. The catalyst class is: 1. (7) Reactant: [C:1]([N:4]1[C:13]2[C:8](=[CH:9][C:10]([F:14])=[CH:11][CH:12]=2)[C@H:7]([NH:15]C(=O)OCC2C=CC=CC=2)[C@@H:6]([CH3:26])[C@@H:5]1[CH2:27][CH3:28])(=[O:3])[CH3:2]. Product: [NH2:15][C@H:7]1[C:8]2[C:13](=[CH:12][CH:11]=[C:10]([F:14])[CH:9]=2)[N:4]([C:1](=[O:3])[CH3:2])[C@@H:5]([CH2:27][CH3:28])[C@@H:6]1[CH3:26]. The catalyst class is: 29.